The task is: Predict the reactants needed to synthesize the given product.. This data is from Full USPTO retrosynthesis dataset with 1.9M reactions from patents (1976-2016). (1) Given the product [S:28]1[CH2:29][CH:30]=[C:31]([C:6]2[CH:5]=[C:4]([F:16])[C:3]([C:17]3[N:22]=[C:21]([C:23]([O:25][CH3:26])=[O:24])[CH:20]=[CH:19][C:18]=3[F:27])=[C:2]([F:1])[CH:7]=2)[CH2:32][CH2:33]1, predict the reactants needed to synthesize it. The reactants are: [F:1][C:2]1[CH:7]=[C:6](OS(C(F)(F)F)(=O)=O)[CH:5]=[C:4]([F:16])[C:3]=1[C:17]1[N:22]=[C:21]([C:23]([O:25][CH3:26])=[O:24])[CH:20]=[CH:19][C:18]=1[F:27].[S:28]1[CH2:33][CH:32]=[C:31](B(O)O)[CH2:30][CH2:29]1.C(Cl)Cl. (2) Given the product [Cl:29][C:27]1[CH:28]=[C:23]([CH:17]([NH:16][C:14]([CH:10]2[CH2:11][C:12](=[O:13])[N:8]([C:4]3[CH:5]=[CH:6][CH:7]=[C:2]([NH:1][C:39]4[NH:40][CH2:41][CH2:42][N:38]=4)[CH:3]=3)[CH2:9]2)=[O:15])[CH2:18][C:19]([OH:21])=[O:20])[CH:24]=[C:25]([Cl:30])[CH:26]=1, predict the reactants needed to synthesize it. The reactants are: [NH2:1][C:2]1[CH:3]=[C:4]([N:8]2[C:12](=[O:13])[CH2:11][CH:10]([C:14]([NH:16][CH:17]([C:23]3[CH:28]=[C:27]([Cl:29])[CH:26]=[C:25]([Cl:30])[CH:24]=3)[CH2:18][C:19]([O:21]C)=[O:20])=[O:15])[CH2:9]2)[CH:5]=[CH:6][CH:7]=1.C(OC([N:38]1[CH2:42][CH2:41][N:40](C(OC(C)(C)C)=O)[C:39]1=S)=O)(C)(C)C. (3) The reactants are: [CH:1]([OH:3])=[O:2].C(C1C=CC=CC=1[N:13]1[CH2:18][CH2:17][N:16]([CH2:19][CH2:20][CH:21]2[C:25]3([CH2:30][CH2:29][CH2:28][CH2:27][CH2:26]3)[CH2:24][C:23](=[O:31])[O:22]2)[CH2:15][CH2:14]1)(C)C.[CH3:32][C:33]1[CH:38]=[CH:37][C:36](S(OCCC2C3(CCCCC3)CC(=O)O2)(=O)=O)=[CH:35][CH:34]=1.CC1C=CC(S(OCCCC2CC3(CCCCC3)C(=O)O2)(=O)=O)=CC=1.C1(C)C=CC(N2CCNCC2)=CC=1.C(C1C=CC=CC=1N1CCNCC1)(C)C. Given the product [CH:1]([OH:3])=[O:2].[C:33]1([CH3:32])[CH:38]=[CH:37][C:36]([N:13]2[CH2:14][CH2:15][N:16]([CH2:19][CH2:20][CH:21]3[C:25]4([CH2:26][CH2:27][CH2:28][CH2:29][CH2:30]4)[CH2:24][C:23](=[O:31])[O:22]3)[CH2:17][CH2:18]2)=[CH:35][CH:34]=1, predict the reactants needed to synthesize it. (4) Given the product [CH3:1][O:2][C:3]([N:5]1[CH2:9][CH:8]([C:10]2[C:18]3[C:13](=[CH:14][C:15]([F:19])=[CH:16][CH:17]=3)[NH:12][CH:11]=2)[CH:7]2[N:20]([C:23](=[O:39])[CH:24]([NH2:31])[CH:25]3[CH2:26][CH2:27][CH2:28][CH2:29][CH2:30]3)[CH2:21][CH2:22][CH:6]12)=[O:4], predict the reactants needed to synthesize it. The reactants are: [CH3:1][O:2][C:3]([N:5]1[CH2:9][CH:8]([C:10]2[C:18]3[C:13](=[CH:14][C:15]([F:19])=[CH:16][CH:17]=3)[NH:12][CH:11]=2)[CH:7]2[N:20]([C:23](=[O:39])[CH:24]([NH:31]C(OC(C)(C)C)=O)[CH:25]3[CH2:30][CH2:29][CH2:28][CH2:27][CH2:26]3)[CH2:21][CH2:22][CH:6]12)=[O:4].C(O)(C(F)(F)F)=O. (5) Given the product [F:25][C:26]1[CH:33]=[CH:32][C:29]([CH2:30][N:20]2[C:21](=[O:22])[N:17]([C:10]3[CH:11]=[C:12]([C:13]([O:15][CH3:16])=[O:14])[N:8]([CH2:7][C:6]4[CH:5]=[CH:4][C:3]([O:2][CH3:1])=[CH:24][CH:23]=4)[N:9]=3)[CH:18]=[N:19]2)=[CH:28][CH:27]=1, predict the reactants needed to synthesize it. The reactants are: [CH3:1][O:2][C:3]1[CH:24]=[CH:23][C:6]([CH2:7][N:8]2[C:12]([C:13]([O:15][CH3:16])=[O:14])=[CH:11][C:10]([N:17]3[C:21](=[O:22])[NH:20][N:19]=[CH:18]3)=[N:9]2)=[CH:5][CH:4]=1.[F:25][C:26]1[CH:33]=[CH:32][C:29]([CH2:30]Br)=[CH:28][CH:27]=1.C(=O)([O-])[O-].[K+].[K+].